This data is from Forward reaction prediction with 1.9M reactions from USPTO patents (1976-2016). The task is: Predict the product of the given reaction. (1) Given the reactants Cl.Br[C:3]1[CH:8]=[CH:7][N:6]=[CH:5][CH:4]=1.[C:9]([C:11]1[CH:16]=[CH:15][C:14](B(O)O)=[CH:13][CH:12]=1)#[N:10], predict the reaction product. The product is: [N:6]1[CH:7]=[CH:8][C:3]([C:14]2[CH:15]=[CH:16][C:11]([C:9]#[N:10])=[CH:12][CH:13]=2)=[CH:4][CH:5]=1. (2) The product is: [CH3:1][C:2]1[C:13]([CH3:14])=[CH:12][CH:11]=[CH:10][C:3]=1[O:4][CH2:5][C:6]([NH:15][NH2:16])=[O:7]. Given the reactants [CH3:1][C:2]1[C:13]([CH3:14])=[CH:12][CH:11]=[CH:10][C:3]=1[O:4][CH2:5][C:6](OC)=[O:7].[NH2:15][NH2:16], predict the reaction product. (3) Given the reactants [BH4-].[Na+].[CH3:3][O:4][C:5](=[O:19])[C:6]1[CH:11]=[CH:10][C:9]([C:12]2[S:13][C:14]([CH:17]=[O:18])=[CH:15][CH:16]=2)=[CH:8][CH:7]=1, predict the reaction product. The product is: [CH3:3][O:4][C:5](=[O:19])[C:6]1[CH:11]=[CH:10][C:9]([C:12]2[S:13][C:14]([CH2:17][OH:18])=[CH:15][CH:16]=2)=[CH:8][CH:7]=1.